From a dataset of Catalyst prediction with 721,799 reactions and 888 catalyst types from USPTO. Predict which catalyst facilitates the given reaction. Reactant: CCCCCC.[Br-].COC[P+](C1C=CC=CC=1)(C1C=CC=CC=1)C1C=CC=CC=1.C([O:33][C@H:34]1CC[C@@]2(C=O)[C:36](=[CH:37][CH2:38][C@@H:39]3[C@@H:48]2[CH2:47][CH2:46][C@@:44]2([CH3:45])[C@H:40]3[CH2:41][CH2:42][C@@H:43]2[O:54]C(=O)C)[CH2:35]1)(=O)C.C(OC(=O)C)(=O)C.[N:65]1[CH:70]=[CH:69][CH:68]=[CH:67][CH:66]=1. Product: [C:70]([CH2:69][C@@:68]12[C@@H:48]3[C@H:39]([C@H:40]4[C@@:44]([CH2:46][CH2:47]3)([CH3:45])[C@@H:43]([OH:54])[CH2:42][CH2:41]4)[CH2:38][CH:37]=[C:36]1[CH2:35][C@@H:34]([OH:33])[CH2:66][CH2:67]2)#[N:65]. The catalyst class is: 453.